This data is from Catalyst prediction with 721,799 reactions and 888 catalyst types from USPTO. The task is: Predict which catalyst facilitates the given reaction. (1) Reactant: [CH3:1][N:2]1[CH:6]=[C:5]([N:7]2[CH:12]=[CH:11][C:10](=[O:13])[C:9]([CH:14]([C:16]3[CH:17]=[C:18]([C:22]4[N:27]=[CH:26][C:25]([O:28][CH:29]5[CH2:34][CH2:33][N:32](C(OC(C)(C)C)=O)[CH2:31][CH2:30]5)=[CH:24][N:23]=4)[CH:19]=[CH:20][CH:21]=3)[CH3:15])=[N:8]2)[CH:4]=[N:3]1.C(O)(C(F)(F)F)=O. Product: [CH3:1][N:2]1[CH:6]=[C:5]([N:7]2[CH:12]=[CH:11][C:10](=[O:13])[C:9]([CH:14]([C:16]3[CH:21]=[CH:20][CH:19]=[C:18]([C:22]4[N:23]=[CH:24][C:25]([O:28][CH:29]5[CH2:34][CH2:33][NH:32][CH2:31][CH2:30]5)=[CH:26][N:27]=4)[CH:17]=3)[CH3:15])=[N:8]2)[CH:4]=[N:3]1. The catalyst class is: 2. (2) Reactant: [CH2:1]([O:8][CH2:9][C@@H:10]([F:13])[CH2:11][OH:12])[C:2]1[CH:7]=[CH:6][CH:5]=[CH:4][CH:3]=1.[F:14][C:15]([F:28])([F:27])[S:16](O[S:16]([C:15]([F:28])([F:27])[F:14])(=[O:18])=[O:17])(=[O:18])=[O:17].C(OCC)(=O)C. Product: [CH2:1]([O:8][CH2:9][C@@H:10]([F:13])[CH2:11][O:12][S:16]([C:15]([F:28])([F:27])[F:14])(=[O:18])=[O:17])[C:2]1[CH:7]=[CH:6][CH:5]=[CH:4][CH:3]=1. The catalyst class is: 272. (3) Reactant: [CH3:1][O:2][C:3]1[CH:4]=[N:5][C:6]([CH:9]2[CH2:13][CH2:12][N:11](C(OC(C)(C)C)=O)[CH2:10]2)=[N:7][CH:8]=1.C(O)(C(F)(F)F)=O. Product: [CH3:1][O:2][C:3]1[CH:8]=[N:7][C:6]([CH:9]2[CH2:13][CH2:12][NH:11][CH2:10]2)=[N:5][CH:4]=1. The catalyst class is: 2. (4) Reactant: [Si:1]([O:8][C@@H:9]([C:25]1[CH:30]=[CH:29][CH:28]=[CH:27][C:26]=1[C:31]1[CH:36]=[CH:35][C:34]([Cl:37])=[CH:33][CH:32]=1)[CH:10]1[CH2:15][CH2:14][N:13]([C:16]2[CH:24]=[CH:23][C:19]([C:20](O)=[O:21])=[CH:18][CH:17]=2)[CH2:12][CH2:11]1)([C:4]([CH3:7])([CH3:6])[CH3:5])([CH3:3])[CH3:2].[CH2:38]([N:40]([CH2:43][C@@H:44]1[N:49]([CH2:50][CH2:51][C@@H:52]([NH:61][C:62]2[CH:67]=[CH:66][C:65]([S:68]([NH2:71])(=[O:70])=[O:69])=[CH:64][C:63]=2[S:72]([C:75]([F:78])([F:77])[F:76])(=[O:74])=[O:73])[CH2:53][S:54][C:55]2[CH:60]=[CH:59][CH:58]=[CH:57][CH:56]=2)[CH2:48][CH2:47][O:46][CH2:45]1)[CH2:41][CH3:42])[CH3:39].C(Cl)CCl. Product: [Si:1]([O:8][C@@H:9]([C:25]1[CH:30]=[CH:29][CH:28]=[CH:27][C:26]=1[C:31]1[CH:36]=[CH:35][C:34]([Cl:37])=[CH:33][CH:32]=1)[CH:10]1[CH2:15][CH2:14][N:13]([C:16]2[CH:24]=[CH:23][C:19]([C:20]([NH:71][S:68]([C:65]3[CH:66]=[CH:67][C:62]([NH:61][C@H:52]([CH2:51][CH2:50][N:49]4[CH2:48][CH2:47][O:46][CH2:45][C@@H:44]4[CH2:43][N:40]([CH2:41][CH3:42])[CH2:38][CH3:39])[CH2:53][S:54][C:55]4[CH:56]=[CH:57][CH:58]=[CH:59][CH:60]=4)=[C:63]([S:72]([C:75]([F:76])([F:78])[F:77])(=[O:74])=[O:73])[CH:64]=3)(=[O:69])=[O:70])=[O:21])=[CH:18][CH:17]=2)[CH2:12][CH2:11]1)([C:4]([CH3:7])([CH3:6])[CH3:5])([CH3:3])[CH3:2]. The catalyst class is: 79. (5) Reactant: [C:1]1([C:15]2[CH:20]=[CH:19][CH:18]=[CH:17][CH:16]=2)[CH:6]=[CH:5][CH:4]=[CH:3][C:2]=1[CH2:7][N:8]1[C:12]([CH3:13])=[CH:11][C:10]([NH2:14])=[N:9]1.Cl.CN(C)CCCN=C=NCC.O.ON1C2C=CC=CC=2N=N1.C(N(C(C)C)CC)(C)C.[CH3:53][C:54]([O:57][C:58]([N:60]1[CH2:69][CH2:68][C:67]2[C:62](=[CH:63][CH:64]=[C:65]([C:70](O)=[O:71])[CH:66]=2)[CH2:61]1)=[O:59])([CH3:56])[CH3:55]. Product: [C:1]1([C:15]2[CH:16]=[CH:17][CH:18]=[CH:19][CH:20]=2)[CH:6]=[CH:5][CH:4]=[CH:3][C:2]=1[CH2:7][N:8]1[C:12]([CH3:13])=[CH:11][C:10]([NH:14][C:70]([C:65]2[CH:66]=[C:67]3[C:62](=[CH:63][CH:64]=2)[CH2:61][N:60]([C:58]([O:57][C:54]([CH3:56])([CH3:55])[CH3:53])=[O:59])[CH2:69][CH2:68]3)=[O:71])=[N:9]1. The catalyst class is: 2. (6) Reactant: C1CCC(N=C=NC2CCCCC2)CC1.[OH:16][CH:17]([CH2:34][OH:35])[CH2:18][C:19]([CH3:33])([CH3:32])[C:20]([O:22][CH2:23][C:24]1[CH:29]=[CH:28][C:27]([O:30][CH3:31])=[CH:26][CH:25]=1)=[O:21].[C:36]([NH:46][C@H:47]([C:51](O)=[O:52])[CH:48]([CH3:50])[CH3:49])([O:38][CH2:39][C:40]1[CH:45]=[CH:44][CH:43]=[CH:42][CH:41]=1)=[O:37]. Product: [C:36]([NH:46][C@H:47]([C:51]([O:35][CH2:34][CH:17]([OH:16])[CH2:18][C:19]([CH3:32])([CH3:33])[C:20]([O:22][CH2:23][C:24]1[CH:25]=[CH:26][C:27]([O:30][CH3:31])=[CH:28][CH:29]=1)=[O:21])=[O:52])[CH:48]([CH3:50])[CH3:49])([O:38][CH2:39][C:40]1[CH:45]=[CH:44][CH:43]=[CH:42][CH:41]=1)=[O:37]. The catalyst class is: 79. (7) Reactant: C([O:3][C:4]([C:6]1[CH:11]=[CH:10][C:9]([NH:12]/[C:13](=[C:20]2\[C:21](=[O:29])[NH:22][C:23]3[C:28]\2=[CH:27][CH:26]=[CH:25][CH:24]=3)/[C:14]2[CH:19]=[CH:18][CH:17]=[CH:16][CH:15]=2)=[CH:8][CH:7]=1)=[O:5])C.[OH-].[Na+]. Product: [C:4]([C:6]1[CH:7]=[CH:8][C:9]([NH:12]/[C:13](=[C:20]2\[C:21](=[O:29])[NH:22][C:23]3[C:28]\2=[CH:27][CH:26]=[CH:25][CH:24]=3)/[C:14]2[CH:19]=[CH:18][CH:17]=[CH:16][CH:15]=2)=[CH:10][CH:11]=1)([OH:5])=[O:3]. The catalyst class is: 8.